This data is from Catalyst prediction with 721,799 reactions and 888 catalyst types from USPTO. The task is: Predict which catalyst facilitates the given reaction. (1) Reactant: [CH3:1][C:2]([CH3:18])([CH2:15][CH:16]=[CH2:17])[C:3]([O:5][CH2:6][C:7]1[CH:12]=[CH:11][C:10]([O:13][CH3:14])=[CH:9][CH:8]=1)=[O:4].B1C2CCCC1CCC2.[OH-:28].[Na+].OO. Product: [OH:28][CH2:17][CH2:16][CH2:15][C:2]([CH3:18])([CH3:1])[C:3]([O:5][CH2:6][C:7]1[CH:8]=[CH:9][C:10]([O:13][CH3:14])=[CH:11][CH:12]=1)=[O:4]. The catalyst class is: 6. (2) Reactant: [CH2:1]([N:8]1[C:14](=[O:15])[C:13]2[CH:16]=[CH:17][C:18](F)=[N:19][C:12]=2[O:11][CH2:10][CH2:9]1)[C:2]1[CH:7]=[CH:6][CH:5]=[CH:4][CH:3]=1.[C:21]1([OH:27])[CH:26]=[CH:25][CH:24]=[CH:23][CH:22]=1.C(=O)([O-])[O-].[K+].[K+].CN(C=O)C. Product: [CH2:1]([N:8]1[C:14](=[O:15])[C:13]2[CH:16]=[CH:17][C:18]([O:27][C:21]3[CH:26]=[CH:25][CH:24]=[CH:23][CH:22]=3)=[N:19][C:12]=2[O:11][CH2:10][CH2:9]1)[C:2]1[CH:7]=[CH:6][CH:5]=[CH:4][CH:3]=1. The catalyst class is: 6. (3) Reactant: Br[CH2:2][C:3]([C:5]1[CH:10]=[CH:9][C:8]([Br:11])=[CH:7][CH:6]=1)=O.[NH2:12][C:13]1[CH:18]=[C:17]([CH3:19])[CH:16]=[CH:15][N:14]=1. Product: [Br:11][C:8]1[CH:9]=[CH:10][C:5]([C:3]2[N:12]=[C:13]3[CH:18]=[C:17]([CH3:19])[CH:16]=[CH:15][N:14]3[CH:2]=2)=[CH:6][CH:7]=1. The catalyst class is: 8. (4) Reactant: Cl[C:2]1[CH:7]=[C:6]([N:8]2[CH:12]=[C:11]([C:13]#[C:14][C:15]3[CH:20]=[CH:19][N:18]=[C:17]([Cl:21])[CH:16]=3)[N:10]=[C:9]2[CH3:22])[CH:5]=[CH:4][N:3]=1.[OH-:23].[K+]. Product: [Cl:21][C:17]1[CH:16]=[C:15]([C:14]#[C:13][C:11]2[N:10]=[C:9]([CH3:22])[N:8]([C:6]3[CH:5]=[CH:4][NH:3][C:2](=[O:23])[CH:7]=3)[CH:12]=2)[CH:20]=[CH:19][N:18]=1. The catalyst class is: 107. (5) Reactant: [C:1]([Si:5](Cl)([CH3:7])[CH3:6])([CH3:4])([CH3:3])[CH3:2].N1C=CN=C1.[O:14]1[CH2:16][C@@H:15]1[CH2:17][OH:18]. Product: [C:1]([Si:5]([CH3:7])([CH3:6])[O:18][CH2:17][C@H:15]1[CH2:16][O:14]1)([CH3:4])([CH3:3])[CH3:2]. The catalyst class is: 9. (6) Product: [Cl:12][C:13]1[CH:14]=[CH:15][C:16]([CH:19]2[CH:23]([C:24]3[CH:25]=[CH:26][C:27]([Cl:30])=[CH:28][CH:29]=3)[N:22]([C:1]([N:45]3[CH2:50][CH2:49][NH:48][CH2:47][CH2:46]3)=[O:2])[C:21]([C:31]3[CH:36]=[CH:35][C:34]([O:37][CH3:38])=[CH:33][C:32]=3[O:39][CH:40]3[CH2:41][CH2:42][CH2:43][CH2:44]3)=[N:20]2)=[CH:17][CH:18]=1. The catalyst class is: 76. Reactant: [C:1](Cl)(Cl)=[O:2].C(N(CC)CC)C.[Cl:12][C:13]1[CH:18]=[CH:17][C:16]([CH:19]2[CH:23]([C:24]3[CH:29]=[CH:28][C:27]([Cl:30])=[CH:26][CH:25]=3)[NH:22][C:21]([C:31]3[CH:36]=[CH:35][C:34]([O:37][CH3:38])=[CH:33][C:32]=3[O:39][CH:40]3[CH2:44][CH2:43][CH2:42][CH2:41]3)=[N:20]2)=[CH:15][CH:14]=1.[NH:45]1[CH2:50][CH2:49][NH:48][CH2:47][CH2:46]1.C(=O)(O)[O-].[Na+]. (7) The catalyst class is: 774. Product: [CH2:43]([O:45][C:46]1[CH:67]=[CH:66][CH:65]=[CH:64][C:47]=1[O:48][C@@H:49]1[CH2:54][CH2:53][CH2:52][N:51]([C:55]2[N:60]=[CH:59][C:58]([C:61]([NH:2][CH2:3][C:4]3[CH:5]=[C:6]([CH:11]=[CH:12][CH:13]=3)[C:7]([O:9][CH3:10])=[O:8])=[O:62])=[CH:57][N:56]=2)[CH2:50]1)[CH3:44]. Reactant: Cl.[NH2:2][CH2:3][C:4]1[CH:5]=[C:6]([CH:11]=[CH:12][CH:13]=1)[C:7]([O:9][CH3:10])=[O:8].CN1CCOCC1.CCN=C=NCCCN(C)C.Cl.C1C=CC2N(O)N=NC=2C=1.[CH2:43]([O:45][C:46]1[CH:67]=[CH:66][CH:65]=[CH:64][C:47]=1[O:48][C@@H:49]1[CH2:54][CH2:53][CH2:52][N:51]([C:55]2[N:60]=[CH:59][C:58]([C:61](O)=[O:62])=[CH:57][N:56]=2)[CH2:50]1)[CH3:44]. (8) Reactant: [F:1][C:2]([C:12]1[CH:17]=[CH:16][C:15](I)=[CH:14][CH:13]=1)([CH3:11])[CH2:3][NH:4][S:5]([CH:8]([CH3:10])[CH3:9])(=[O:7])=[O:6].[S:19]1[CH:23]=[CH:22][CH:21]=[CH:20]1.C1C=CC=C(B(O)O)C=1.C(=O)([O-])[O-].[K+].[K+].O. Product: [F:1][C:2]([C:12]1[CH:17]=[CH:16][C:15]([C:21]2[CH:22]=[CH:23][S:19][CH:20]=2)=[CH:14][CH:13]=1)([CH3:11])[CH2:3][NH:4][S:5]([CH:8]([CH3:10])[CH3:9])(=[O:7])=[O:6]. The catalyst class is: 38.